From a dataset of Catalyst prediction with 721,799 reactions and 888 catalyst types from USPTO. Predict which catalyst facilitates the given reaction. (1) Reactant: N([O-])=O.[Na+].[Br:5][C:6]1[CH:12]=[CH:11][C:9]([NH2:10])=[CH:8][C:7]=1[CH3:13].CC([O-])=O.[Na+].[CH2:19]([CH:21](C(=O)C)[C:22]([O:24][CH2:25][CH3:26])=[O:23])[CH3:20].[OH-].[K+].BrC1C(C)=C2C(=CC=1)NC(C(OCC)=O)=C2C. Product: [Br:5][C:6]1[CH:12]=[C:11]2[C:9](=[CH:8][C:7]=1[CH3:13])[NH:10][C:21]([C:22]([O:24][CH2:25][CH3:26])=[O:23])=[C:19]2[CH3:20]. The catalyst class is: 315. (2) Reactant: [F:1][C:2]1[C:10]([O:11][C:12]2[C:21]3[C:16](=[CH:17][C:18]([O:23][CH3:24])=[C:19]([OH:22])[CH:20]=3)[N:15]=[CH:14][N:13]=2)=[CH:9][CH:8]=[C:7]2[C:3]=1[CH:4]=[CH:5][NH:6]2.[C:25]([N:28]1[CH2:33][CH2:32][N:31]([CH2:34][CH2:35]O)[CH2:30][CH2:29]1)(=[O:27])[CH3:26].C1(P(C2C=CC=CC=2)C2C=CC=CC=2)C=CC=CC=1.N(C(OC(C)C)=O)=NC(OC(C)C)=O. Product: [C:25]([N:28]1[CH2:33][CH2:32][N:31]([CH2:34][CH2:35][O:22][C:19]2[CH:20]=[C:21]3[C:16](=[CH:17][C:18]=2[O:23][CH3:24])[N:15]=[CH:14][N:13]=[C:12]3[O:11][C:10]2[C:2]([F:1])=[C:3]3[C:7](=[CH:8][CH:9]=2)[NH:6][CH:5]=[CH:4]3)[CH2:30][CH2:29]1)(=[O:27])[CH3:26]. The catalyst class is: 4. (3) Reactant: [Cl:1][C:2]1[CH:21]=[CH:20][C:5]([O:6][C:7]2[CH:16]=[CH:15][C:10]([C:11]([O:13]C)=[O:12])=[C:9]([CH2:17][O:18][CH3:19])[CH:8]=2)=[CH:4][C:3]=1[C:22]([F:25])([F:24])[F:23].[OH-].[Li+]. Product: [Cl:1][C:2]1[CH:21]=[CH:20][C:5]([O:6][C:7]2[CH:16]=[CH:15][C:10]([C:11]([OH:13])=[O:12])=[C:9]([CH2:17][O:18][CH3:19])[CH:8]=2)=[CH:4][C:3]=1[C:22]([F:23])([F:24])[F:25]. The catalyst class is: 253. (4) Reactant: [C:1](=[O:13])([O:11][CH3:12])[O:2][C:3]1[CH:8]=[CH:7][C:6]([O:9][CH3:10])=[CH:5][CH:4]=1.Cl[CH:15](Cl)[O:16]C. Product: [C:1](=[O:13])([O:11][CH3:12])[O:2][C:3]1[CH:4]=[CH:5][C:6]([O:9][CH3:10])=[C:7]([CH:15]=[O:16])[CH:8]=1. The catalyst class is: 528. (5) Reactant: C([N:8]1[CH2:13][CH2:12][C:11](=[O:14])[C:10]([CH3:16])([CH3:15])[CH2:9]1)C1C=CC=CC=1.[H][H]. Product: [CH3:15][C:10]1([CH3:16])[C:11](=[O:14])[CH2:12][CH2:13][NH:8][CH2:9]1. The catalyst class is: 43. (6) Reactant: C([O-])(O)=O.[Na+].[Cl:6][C:7]1[CH:12]=[CH:11][CH:10]=[C:9]([Cl:13])[C:8]=1[C:14]1[C:18]([C:19](Cl)=[O:20])=[C:17]([CH3:22])[O:16][N:15]=1.[CH2:23]([O:26][C:27](=[O:35])[C:28]1[CH:33]=[CH:32][CH:31]=[CH:30][C:29]=1[NH2:34])[CH:24]=[CH2:25]. Product: [CH2:23]([O:26][C:27](=[O:35])[C:28]1[CH:33]=[CH:32][CH:31]=[CH:30][C:29]=1[NH:34][C:19]([C:18]1[C:14]([C:8]2[C:7]([Cl:6])=[CH:12][CH:11]=[CH:10][C:9]=2[Cl:13])=[N:15][O:16][C:17]=1[CH3:22])=[O:20])[CH:24]=[CH2:25]. The catalyst class is: 1.